Dataset: Full USPTO retrosynthesis dataset with 1.9M reactions from patents (1976-2016). Task: Predict the reactants needed to synthesize the given product. (1) Given the product [ClH:1].[C:8]([N:19]1[CH2:20][CH2:21][CH:22]([N:25]([CH3:27])[CH3:26])[CH2:23][CH2:24]1)(=[O:18])/[CH:9]=[CH:10]/[CH2:11][CH2:12][CH2:13][CH2:14][CH2:15][CH2:16][CH3:17], predict the reactants needed to synthesize it. The reactants are: [ClH:1].O1CCOCC1.[C:8]([N:19]1[CH2:24][CH2:23][CH:22]([N:25]([CH3:27])[CH3:26])[CH2:21][CH2:20]1)(=[O:18])/[CH:9]=[CH:10]/[CH2:11][CH2:12][CH2:13][CH2:14][CH2:15][CH2:16][CH3:17]. (2) Given the product [Br:1][C:2]1[CH:3]=[CH:4][C:5]([CH:11]=[O:12])=[C:6]([CH:10]=1)[C:7]([N:15]([CH3:16])[CH3:14])=[O:8], predict the reactants needed to synthesize it. The reactants are: [Br:1][C:2]1[CH:3]=[CH:4][C:5]([CH:11]=[O:12])=[C:6]([CH:10]=1)[C:7](O)=[O:8].Cl.[CH3:14][N:15](C)[CH2:16]CCN=C=NCC.ClCCl.CNC. (3) Given the product [Cl:27][C:24]1[CH:25]=[CH:26][C:21]([CH:8]([C:5]2[CH:4]=[CH:3][C:2]([C:35]3[CH:36]=[CH:37][C:32]([C:29]([OH:31])=[O:30])=[CH:33][CH:34]=3)=[CH:7][CH:6]=2)[CH2:9]/[C:10](=[N:11]\[OH:12])/[C:13]2[CH:14]=[CH:15][C:16](=[O:20])[N:17]([CH3:19])[CH:18]=2)=[C:22]([CH3:28])[CH:23]=1, predict the reactants needed to synthesize it. The reactants are: Br[C:2]1[CH:7]=[CH:6][C:5]([CH:8]([C:21]2[CH:26]=[CH:25][C:24]([Cl:27])=[CH:23][C:22]=2[CH3:28])[CH2:9]/[C:10](/[C:13]2[CH:14]=[CH:15][C:16](=[O:20])[N:17]([CH3:19])[CH:18]=2)=[N:11]\[OH:12])=[CH:4][CH:3]=1.[C:29]([C:32]1[CH:37]=[CH:36][C:35](B(O)O)=[CH:34][CH:33]=1)([OH:31])=[O:30].O.C(=O)([O-])[O-].[Na+].[Na+]. (4) Given the product [Cl:1][C:2]1[C:7]([C:8]([OH:10])=[O:9])=[CH:6][C:5]([Br:18])=[C:4]([O:11][CH3:12])[N:3]=1, predict the reactants needed to synthesize it. The reactants are: [Cl:1][C:2]1[C:7]([C:8]([OH:10])=[O:9])=[CH:6][CH:5]=[C:4]([O:11][CH3:12])[N:3]=1.C([O-])(=O)C.[Na+].[Br:18]Br.